Dataset: Forward reaction prediction with 1.9M reactions from USPTO patents (1976-2016). Task: Predict the product of the given reaction. (1) Given the reactants C([C@H]1CC[C@H](OC2C=C3C(=CC=2)C=C(C([N+]([O-])=O)(C)CCC(O)=O)C=C3)CC1)(C)(C)C.[C:32]([C@H:36]1[CH2:41][CH2:40][C@H:39]([O:42][C:43]2[C:44]([C:64]([F:67])([F:66])[F:65])=[C:45]3[C:50](=[CH:51][CH:52]=2)[CH:49]=[C:48]([C:53]([N+:61]([O-:63])=[O:62])([CH3:60])[CH2:54][CH2:55][C:56]([O:58]C)=[O:57])[CH:47]=[CH:46]3)[CH2:38][CH2:37]1)([CH3:35])([CH3:34])[CH3:33], predict the reaction product. The product is: [C:32]([C@H:36]1[CH2:37][CH2:38][C@H:39]([O:42][C:43]2[C:44]([C:64]([F:65])([F:66])[F:67])=[C:45]3[C:50](=[CH:51][CH:52]=2)[CH:49]=[C:48]([C:53]([N+:61]([O-:63])=[O:62])([CH3:60])[CH2:54][CH2:55][C:56]([OH:58])=[O:57])[CH:47]=[CH:46]3)[CH2:40][CH2:41]1)([CH3:33])([CH3:34])[CH3:35]. (2) Given the reactants Cl[C:2]1[N:7]=[C:6]([NH2:8])[CH:5]=[CH:4][N:3]=1.CCN(C(C)C)C(C)C.Br[C:19]1[C:28]2[C:23](=C[CH:25]=[C:26](OC)[N:27]=2)[N:22]=[CH:21]C=1N, predict the reaction product. The product is: [CH3:19][C@H:28]1[CH2:23][N:22]([CH3:21])[CH2:25][CH2:26][N:27]1[C:2]1[N:7]=[C:6]([NH2:8])[CH:5]=[CH:4][N:3]=1.